From a dataset of Full USPTO retrosynthesis dataset with 1.9M reactions from patents (1976-2016). Predict the reactants needed to synthesize the given product. (1) Given the product [F:12][C:9]1[CH:10]=[C:11]2[C:6](=[CH:7][CH:8]=1)[N:5]=[CH:4][CH:3]=[C:2]2[N:29]1[CH2:40][CH2:39][CH:38]([NH:37][C:41](=[O:42])[O:15][C:16]([CH3:19])([CH3:18])[CH3:17])[CH2:27][CH2:28]1, predict the reactants needed to synthesize it. The reactants are: Cl[C:2]1[C:11]2[C:6](=[CH:7][CH:8]=[C:9]([F:12])[CH:10]=2)[N:5]=[CH:4][CH:3]=1.C(C1CCN(N)CC1)([O:15][C:16]([CH3:19])([CH3:18])[CH3:17])=O.[CH3:27][CH2:28][N:29](C(C)C)C(C)C.C[N:37]1[C:41](=[O:42])[CH2:40][CH2:39][CH2:38]1. (2) Given the product [CH3:25][C:26]([CH3:34])([CH3:33])[C:27]([O:29][CH:30]([N:20]1[C:19]2[CH:21]=[CH:22][CH:23]=[CH:24][C:18]=2[N:17]=[C:16]1[S:15][CH2:14][C:3]1[C:2]([CH3:1])=[C:7]([O:8][CH2:9][C:10]([F:12])([F:11])[F:13])[CH:6]=[CH:5][N:4]=1)[CH3:31])=[O:28], predict the reactants needed to synthesize it. The reactants are: [CH3:1][C:2]1[C:3]([CH2:14][S:15][C:16]2[NH:17][C:18]3[CH:24]=[CH:23][CH:22]=[CH:21][C:19]=3[N:20]=2)=[N:4][CH:5]=[CH:6][C:7]=1[O:8][CH2:9][C:10]([F:13])([F:12])[F:11].[CH3:25][C:26]([CH3:34])([CH3:33])[C:27]([O:29][CH:30](Cl)[CH3:31])=[O:28].[I-].[Na+].C(=O)([O-])[O-].[K+].[K+].